This data is from NCI-60 drug combinations with 297,098 pairs across 59 cell lines. The task is: Regression. Given two drug SMILES strings and cell line genomic features, predict the synergy score measuring deviation from expected non-interaction effect. (1) Drug 1: CC(C1=C(C=CC(=C1Cl)F)Cl)OC2=C(N=CC(=C2)C3=CN(N=C3)C4CCNCC4)N. Drug 2: C1=C(C(=O)NC(=O)N1)F. Cell line: SF-295. Synergy scores: CSS=35.8, Synergy_ZIP=-9.47, Synergy_Bliss=-6.89, Synergy_Loewe=-9.32, Synergy_HSA=-3.06. (2) Drug 2: CS(=O)(=O)CCNCC1=CC=C(O1)C2=CC3=C(C=C2)N=CN=C3NC4=CC(=C(C=C4)OCC5=CC(=CC=C5)F)Cl. Cell line: NCI-H226. Synergy scores: CSS=5.19, Synergy_ZIP=0.221, Synergy_Bliss=6.91, Synergy_Loewe=3.77, Synergy_HSA=7.64. Drug 1: CC1=C2C(C(=O)C3(C(CC4C(C3C(C(C2(C)C)(CC1OC(=O)C(C(C5=CC=CC=C5)NC(=O)C6=CC=CC=C6)O)O)OC(=O)C7=CC=CC=C7)(CO4)OC(=O)C)O)C)OC(=O)C. (3) Drug 1: C1=CC(=C2C(=C1NCCNCCO)C(=O)C3=C(C=CC(=C3C2=O)O)O)NCCNCCO. Drug 2: CC=C1C(=O)NC(C(=O)OC2CC(=O)NC(C(=O)NC(CSSCCC=C2)C(=O)N1)C(C)C)C(C)C. Cell line: HCT-15. Synergy scores: CSS=60.7, Synergy_ZIP=1.37, Synergy_Bliss=2.74, Synergy_Loewe=1.81, Synergy_HSA=2.95. (4) Drug 1: C1=CC(=CC=C1C#N)C(C2=CC=C(C=C2)C#N)N3C=NC=N3. Synergy scores: CSS=65.7, Synergy_ZIP=-1.65, Synergy_Bliss=-3.69, Synergy_Loewe=-0.218, Synergy_HSA=-3.55. Cell line: HCC-2998. Drug 2: CC1C(C(CC(O1)OC2CC(OC(C2O)C)OC3=CC4=CC5=C(C(=O)C(C(C5)C(C(=O)C(C(C)O)O)OC)OC6CC(C(C(O6)C)O)OC7CC(C(C(O7)C)O)OC8CC(C(C(O8)C)O)(C)O)C(=C4C(=C3C)O)O)O)O. (5) Drug 1: CC1C(C(CC(O1)OC2CC(OC(C2O)C)OC3=CC4=CC5=C(C(=O)C(C(C5)C(C(=O)C(C(C)O)O)OC)OC6CC(C(C(O6)C)O)OC7CC(C(C(O7)C)O)OC8CC(C(C(O8)C)O)(C)O)C(=C4C(=C3C)O)O)O)O. Drug 2: C1CNP(=O)(OC1)N(CCCl)CCCl. Cell line: LOX IMVI. Synergy scores: CSS=6.45, Synergy_ZIP=-0.424, Synergy_Bliss=-3.33, Synergy_Loewe=-65.6, Synergy_HSA=-3.25. (6) Drug 1: CCC1(CC2CC(C3=C(CCN(C2)C1)C4=CC=CC=C4N3)(C5=C(C=C6C(=C5)C78CCN9C7C(C=CC9)(C(C(C8N6C=O)(C(=O)OC)O)OC(=O)C)CC)OC)C(=O)OC)O.OS(=O)(=O)O. Drug 2: C(CC(=O)O)C(=O)CN.Cl. Cell line: SF-295. Synergy scores: CSS=4.28, Synergy_ZIP=-0.222, Synergy_Bliss=-0.635, Synergy_Loewe=-3.47, Synergy_HSA=-3.81.